From a dataset of Forward reaction prediction with 1.9M reactions from USPTO patents (1976-2016). Predict the product of the given reaction. Given the reactants Cl[C:2]1[C:21]([C:22]2[N:26](C3CCCCO3)[N:25]=[CH:24][CH:23]=2)=[CH:20][C:5]([C:6]([NH:8][C:9]2[CH:14]=[CH:13][C:12]([O:15][C:16]([Cl:19])([F:18])[F:17])=[CH:11][CH:10]=2)=[O:7])=[CH:4][N:3]=1.[F:33][CH2:34][CH2:35][N:36]1[CH2:41][CH2:40][NH:39][CH2:38][CH2:37]1, predict the reaction product. The product is: [Cl:19][C:16]([F:17])([F:18])[O:15][C:12]1[CH:11]=[CH:10][C:9]([NH:8][C:6](=[O:7])[C:5]2[CH:20]=[C:21]([C:22]3[NH:26][N:25]=[CH:24][CH:23]=3)[C:2]([N:39]3[CH2:40][CH2:41][N:36]([CH2:35][CH2:34][F:33])[CH2:37][CH2:38]3)=[N:3][CH:4]=2)=[CH:14][CH:13]=1.